This data is from Reaction yield outcomes from USPTO patents with 853,638 reactions. The task is: Predict the reaction yield, written as a fraction of the theoretical maximum amount of product (1.0 means a 100% yield; for example, 0.34 means a 34% yield). The reactants are C(OC(=O)[NH:10][C@@H:11]1[CH2:15][C:14](=[O:16])[N:13]([CH2:17][C:18]2[CH:23]=[CH:22][CH:21]=[CH:20][CH:19]=2)[C:12]1=[O:24])C1C=CC=CC=1.[C:26]([OH:29])(=[O:28])[CH3:27]. The catalyst is [Pd]. The product is [C:26]([OH:29])(=[O:28])[CH3:27].[NH2:10][C@@H:11]1[CH2:15][C:14](=[O:16])[N:13]([CH2:17][C:18]2[CH:19]=[CH:20][CH:21]=[CH:22][CH:23]=2)[C:12]1=[O:24]. The yield is 0.780.